From a dataset of Catalyst prediction with 721,799 reactions and 888 catalyst types from USPTO. Predict which catalyst facilitates the given reaction. (1) Product: [Cl:1][C:2]1[CH:13]=[C:12]([Cl:14])[C:11]([O:15][C:16]2[N:20]([CH3:21])[N:19]=[C:18]([CH3:22])[C:17]=2[CH3:23])=[CH:10][C:3]=1[O:4][C@@H:5]([CH3:9])[C:6]([O:8][CH2:24][CH3:25])=[O:7]. The catalyst class is: 6. Reactant: [Cl:1][C:2]1[CH:13]=[C:12]([Cl:14])[C:11]([O:15][C:16]2[N:20]([CH3:21])[N:19]=[C:18]([CH3:22])[C:17]=2[CH3:23])=[CH:10][C:3]=1[O:4][C@@H:5]([CH3:9])[C:6]([OH:8])=[O:7].[CH2:24](I)[CH3:25].C(=O)([O-])[O-].[K+].[K+].CN(C=O)C. (2) Reactant: [CH3:1][C:2]1([CH3:15])[CH2:14][C:5]2[NH:6][C:7]([C:9]([O:11][CH2:12][CH3:13])=[O:10])=[CH:8][C:4]=2[CH2:3]1.[H-].[Na+].Br[CH2:19][C:20]#[N:21].O. Product: [C:20]([CH2:19][N:6]1[C:7]([C:9]([O:11][CH2:12][CH3:13])=[O:10])=[CH:8][C:4]2[CH2:3][C:2]([CH3:1])([CH3:15])[CH2:14][C:5]1=2)#[N:21]. The catalyst class is: 39. (3) Reactant: C([N-]C(C)C)(C)C.[Li+].[F:9][C:10]1[CH:15]=[CH:14][CH:13]=[CH:12][N:11]=1.[F:16][C:17]([F:24])([F:23])[C:18](OCC)=[O:19].Cl. Product: [F:16][C:17]([F:24])([F:23])[C:18]([C:15]1[C:10]([F:9])=[N:11][CH:12]=[CH:13][CH:14]=1)=[O:19]. The catalyst class is: 1. (4) Reactant: [SH:1][CH:2](O)[CH3:3].[OH-:5].[Na+].[OH2:7].F[C:9]1[CH:14]=[CH:13][C:12]([C:15](=[O:25])[C:16]([CH3:24])([N:18]2[CH2:23][CH2:22]O[CH2:20][CH2:19]2)[CH3:17])=[CH:11][CH:10]=1. Product: [OH:5][CH2:3][CH2:2][S:1][C:9]1[CH:14]=[CH:13][C:12]([C:15](=[O:25])[C:16]([CH3:24])([N:18]2[CH2:23][CH2:22][O:7][CH2:20][CH2:19]2)[CH3:17])=[CH:11][CH:10]=1. The catalyst class is: 11. (5) Reactant: [Cl:1][C:2]1[CH:3]=[C:4]([CH:26]=[C:27]([CH2:29][OH:30])[CH:28]=1)[CH2:5][NH:6][C:7]([NH2:25])=[N:8][C:9]([C:11]1[C:12]([C:17]2[CH:22]=[CH:21][C:20]([O:23][CH3:24])=[CH:19][CH:18]=2)=[N:13][S:14][C:15]=1[CH3:16])=[O:10].ClC(OC1C=CC([N+]([O-])=O)=CC=1)=[O:33].[CH3:44][N:45]1C[CH2:49][O:48][CH2:47][CH2:46]1.COCCN. Product: [CH3:49][O:48][CH2:47][CH2:46][NH:45][C:44](=[O:33])[O:30][CH2:29][C:27]1[CH:26]=[C:4]([CH2:5][NH:6][C:7]([NH2:25])=[N:8][C:9]([C:11]2[C:12]([C:17]3[CH:18]=[CH:19][C:20]([O:23][CH3:24])=[CH:21][CH:22]=3)=[N:13][S:14][C:15]=2[CH3:16])=[O:10])[CH:3]=[C:2]([Cl:1])[CH:28]=1. The catalyst class is: 2. (6) Reactant: Br[C:2]1[CH:3]=[C:4]([CH:13]=[C:14]([O:16][CH2:17][CH:18]([CH3:20])[CH3:19])[CH:15]=1)[C:5]([NH:7][C:8]1[S:9][CH:10]=[CH:11][N:12]=1)=[O:6].[CH3:21][C:22]1[CH:27]=[CH:26][C:25](/[CH:28]=[CH:29]/OB(O)O)=[CH:24][CH:23]=1.C(=O)([O-])[O-].[K+].[K+]. Product: [C:22]1([CH3:21])[CH:27]=[CH:26][C:25](/[CH:28]=[CH:29]/[C:2]2[CH:3]=[C:4]([CH:13]=[C:14]([O:16][CH2:17][CH:18]([CH3:20])[CH3:19])[CH:15]=2)[C:5]([NH:7][C:8]2[S:9][CH:10]=[CH:11][N:12]=2)=[O:6])=[CH:24][CH:23]=1. The catalyst class is: 335.